Dataset: Forward reaction prediction with 1.9M reactions from USPTO patents (1976-2016). Task: Predict the product of the given reaction. Given the reactants [NH2:1][C:2]1[C:3]([CH3:16])=[CH:4][CH:5]=[C:6]2[C:10]=1[NH:9][C:8]([C:11]([O:13][CH2:14][CH3:15])=[O:12])=[CH:7]2.[S:17]1[CH:21]=[CH:20][CH:19]=[C:18]1[S:22](Cl)(=[O:24])=[O:23], predict the reaction product. The product is: [CH3:16][C:3]1[C:2]([NH:1][S:22]([C:18]2[S:17][CH:21]=[CH:20][CH:19]=2)(=[O:24])=[O:23])=[C:10]2[C:6]([CH:7]=[C:8]([C:11]([O:13][CH2:14][CH3:15])=[O:12])[NH:9]2)=[CH:5][CH:4]=1.